From a dataset of Reaction yield outcomes from USPTO patents with 853,638 reactions. Predict the reaction yield, written as a fraction of the theoretical maximum amount of product (1.0 means a 100% yield; for example, 0.34 means a 34% yield). (1) The reactants are [O:1]1[CH2:3][CH:2]1[CH2:4][N:5]1[CH2:14][CH2:13][C:12]2[C:7](=[CH:8][CH:9]=[CH:10][CH:11]=2)[CH2:6]1.[NH3:15]. The catalyst is CCO. The product is [NH2:15][CH2:3][CH:2]([OH:1])[CH2:4][N:5]1[CH2:14][CH2:13][C:12]2[C:7](=[CH:8][CH:9]=[CH:10][CH:11]=2)[CH2:6]1. The yield is 0.960. (2) The reactants are [OH:1][CH2:2][CH2:3][CH:4]1[CH2:9][CH2:8][N:7](C(OC(C)(C)C)=O)[CH2:6][CH2:5]1.[Cl:17][C:18]1[CH:23]=[CH:22][C:21](O)=[CH:20][CH:19]=1. No catalyst specified. The product is [Cl:17][C:18]1[CH:23]=[CH:22][C:21]([O:1][CH2:2][CH2:3][CH:4]2[CH2:5][CH2:6][NH:7][CH2:8][CH2:9]2)=[CH:20][CH:19]=1. The yield is 0.860. (3) The product is [Cl:1][C:2]1[N:6]([CH3:7])[N:5]=[CH:4][C:3]=1/[CH:8]=[N:16]/[S@:14]([C:11]([CH3:13])([CH3:12])[CH3:10])=[O:15]. The reactants are [Cl:1][C:2]1[N:6]([CH3:7])[N:5]=[CH:4][C:3]=1[CH:8]=O.[CH3:10][C:11]([S@@:14]([NH2:16])=[O:15])([CH3:13])[CH3:12]. The catalyst is C1COCC1. The yield is 0.887. (4) The reactants are [Si]([O:8][C@@H:9]1[C@@:34]2([CH3:35])[C:13](=[CH:14][CH:15]=[C:16]3[C@@H:33]2[CH2:32][CH2:31][C@@:30]2([CH3:36])[C@H:17]3[CH2:18][CH:19]=[C:20]2[C@@H:21]([O:23][CH2:24][CH2:25][C:26]([OH:29])([CH3:28])[CH3:27])[CH3:22])[CH2:12][C@@H:11]([O:37][Si](C(C)(C)C)(C)C)[CH2:10]1)(C(C)(C)C)(C)C.[F-].C([N+](CCCC)(CCCC)CCCC)CCC. The catalyst is O1CCCC1.C(OCC)(=O)C. The product is [OH:8][C@@H:9]1[C@@:34]2([CH3:35])[C:13](=[CH:14][CH:15]=[C:16]3[C@@H:33]2[CH2:32][CH2:31][C@@:30]2([CH3:36])[C@H:17]3[CH2:18][CH:19]=[C:20]2[C@@H:21]([O:23][CH2:24][CH2:25][C:26]([OH:29])([CH3:27])[CH3:28])[CH3:22])[CH2:12][C@@H:11]([OH:37])[CH2:10]1. The yield is 0.990. (5) The reactants are [CH3:1][O:2][C:3]1[CH:9]=[CH:8][C:7]([O:10][CH3:11])=[CH:6][C:4]=1[NH2:5].[C:12]1(=O)[O:17][C:15](=[O:16])[C:14]2=[CH:18][CH:19]=[CH:20][CH:21]=[C:13]12. The catalyst is CC(C)=O. The product is [CH3:1][O:2][C:3]1[CH:9]=[CH:8][C:7]([O:10][CH3:11])=[CH:6][C:4]=1[N:5]1[C:15](=[O:16])[C:14]2[C:13](=[CH:21][CH:20]=[CH:19][CH:18]=2)[C:12]1=[O:17]. The yield is 0.950. (6) The reactants are [Cl:1][C:2]1[CH:23]=[CH:22][CH:21]=[CH:20][C:3]=1[O:4][CH2:5][C:6]1[CH:7]=[C:8]([CH:17]=[CH:18][CH:19]=1)[C:9]([NH:11][C:12]1[CH:13]=[N:14][NH:15][CH:16]=1)=[O:10].[N:24]1[CH:29]=[CH:28][CH:27]=[C:26](B(O)O)[CH:25]=1.N1C=CC=CC=1. The catalyst is CN(C)C=O.C([O-])(=O)C.[Cu+2].C([O-])(=O)C. The product is [Cl:1][C:2]1[CH:23]=[CH:22][CH:21]=[CH:20][C:3]=1[O:4][CH2:5][C:6]1[CH:7]=[C:8]([CH:17]=[CH:18][CH:19]=1)[C:9]([NH:11][C:12]1[CH:16]=[N:15][N:14]([C:26]2[CH:25]=[N:24][CH:29]=[CH:28][CH:27]=2)[CH:13]=1)=[O:10]. The yield is 0.0400. (7) The yield is 0.530. The product is [Cl:1][C:2]1[CH:3]=[C:4]([CH:7]=[CH:8][C:9]=1[Cl:10])[CH2:5][O:19][C:18]1[CH:20]=[C:7]2[C:4]([CH2:3][CH2:2][CH2:9][C:11]2=[O:14])=[CH:5][CH:17]=1. No catalyst specified. The reactants are [Cl:1][C:2]1[CH:3]=[C:4]([CH:7]=[CH:8][C:9]=1[Cl:10])[CH2:5]Br.[C:11](=[O:14])([O-])[O-].[K+].[K+].[CH3:17][C:18]([CH3:20])=[O:19].